Dataset: NCI-60 drug combinations with 297,098 pairs across 59 cell lines. Task: Regression. Given two drug SMILES strings and cell line genomic features, predict the synergy score measuring deviation from expected non-interaction effect. (1) Drug 1: CC1=C(C=C(C=C1)NC2=NC=CC(=N2)N(C)C3=CC4=NN(C(=C4C=C3)C)C)S(=O)(=O)N.Cl. Drug 2: C(CC(=O)O)C(=O)CN.Cl. Cell line: NCI/ADR-RES. Synergy scores: CSS=-4.76, Synergy_ZIP=0.506, Synergy_Bliss=-3.10, Synergy_Loewe=-4.57, Synergy_HSA=-5.09. (2) Drug 1: CN1CCC(CC1)COC2=C(C=C3C(=C2)N=CN=C3NC4=C(C=C(C=C4)Br)F)OC. Drug 2: CN(CCCl)CCCl.Cl. Cell line: UACC-257. Synergy scores: CSS=-2.49, Synergy_ZIP=0.566, Synergy_Bliss=-1.16, Synergy_Loewe=-7.24, Synergy_HSA=-4.77. (3) Drug 1: CC1C(C(=O)NC(C(=O)N2CCCC2C(=O)N(CC(=O)N(C(C(=O)O1)C(C)C)C)C)C(C)C)NC(=O)C3=C4C(=C(C=C3)C)OC5=C(C(=O)C(=C(C5=N4)C(=O)NC6C(OC(=O)C(N(C(=O)CN(C(=O)C7CCCN7C(=O)C(NC6=O)C(C)C)C)C)C(C)C)C)N)C. Drug 2: CN1C2=C(C=C(C=C2)N(CCCl)CCCl)N=C1CCCC(=O)O.Cl. Cell line: HT29. Synergy scores: CSS=5.93, Synergy_ZIP=-2.98, Synergy_Bliss=-3.51, Synergy_Loewe=-22.0, Synergy_HSA=-8.03. (4) Drug 1: C1=NC2=C(N=C(N=C2N1C3C(C(C(O3)CO)O)F)Cl)N. Drug 2: C1=CN(C=N1)CC(O)(P(=O)(O)O)P(=O)(O)O. Cell line: SF-268. Synergy scores: CSS=4.51, Synergy_ZIP=-0.123, Synergy_Bliss=2.28, Synergy_Loewe=-7.33, Synergy_HSA=-1.76. (5) Drug 1: CN(C)N=NC1=C(NC=N1)C(=O)N. Drug 2: C1CC(C1)(C(=O)O)C(=O)O.[NH2-].[NH2-].[Pt+2]. Cell line: HCT-15. Synergy scores: CSS=8.20, Synergy_ZIP=-5.49, Synergy_Bliss=-5.70, Synergy_Loewe=-10.6, Synergy_HSA=-7.85. (6) Drug 1: CC1=C2C(C(=O)C3(C(CC4C(C3C(C(C2(C)C)(CC1OC(=O)C(C(C5=CC=CC=C5)NC(=O)OC(C)(C)C)O)O)OC(=O)C6=CC=CC=C6)(CO4)OC(=O)C)O)C)O. Drug 2: C1=CN(C=N1)CC(O)(P(=O)(O)O)P(=O)(O)O. Cell line: EKVX. Synergy scores: CSS=4.54, Synergy_ZIP=3.27, Synergy_Bliss=-2.40, Synergy_Loewe=3.01, Synergy_HSA=0.603. (7) Drug 1: C1=NNC2=C1C(=O)NC=N2. Drug 2: CC1C(C(CC(O1)OC2CC(CC3=C2C(=C4C(=C3O)C(=O)C5=C(C4=O)C(=CC=C5)OC)O)(C(=O)CO)O)N)O.Cl. Cell line: T-47D. Synergy scores: CSS=44.9, Synergy_ZIP=1.43, Synergy_Bliss=3.60, Synergy_Loewe=-12.4, Synergy_HSA=4.95.